Dataset: Catalyst prediction with 721,799 reactions and 888 catalyst types from USPTO. Task: Predict which catalyst facilitates the given reaction. Reactant: FC(F)(F)C(O)=O.COC1C=CC(C([O:27][CH2:28][C@H:29]2[O:33][C@@H:32]([N:34]3[CH:41]=[C:40]([CH3:42])[C:38](=[O:39])[NH:37][C:35]3=[O:36])[C@H:31]([O:43][CH2:44][CH2:45][O:46][CH3:47])[C@@H:30]2[CH3:48])(C2C=CC=CC=2)C2C=CC=CC=2)=CC=1. Product: [CH3:48][C@@H:30]1[C@@H:29]([CH2:28][OH:27])[O:33][C@@H:32]([N:34]2[CH:41]=[C:40]([CH3:42])[C:38](=[O:39])[NH:37][C:35]2=[O:36])[C@@H:31]1[O:43][CH2:44][CH2:45][O:46][CH3:47]. The catalyst class is: 22.